From a dataset of NCI-60 drug combinations with 297,098 pairs across 59 cell lines. Regression. Given two drug SMILES strings and cell line genomic features, predict the synergy score measuring deviation from expected non-interaction effect. (1) Drug 1: CC(CN1CC(=O)NC(=O)C1)N2CC(=O)NC(=O)C2. Drug 2: CC(C)NC(=O)C1=CC=C(C=C1)CNNC.Cl. Cell line: SK-MEL-28. Synergy scores: CSS=12.1, Synergy_ZIP=2.58, Synergy_Bliss=6.22, Synergy_Loewe=-3.67, Synergy_HSA=0.367. (2) Drug 1: C1CCC(CC1)NC(=O)N(CCCl)N=O. Drug 2: C1=C(C(=O)NC(=O)N1)N(CCCl)CCCl. Cell line: KM12. Synergy scores: CSS=28.4, Synergy_ZIP=-9.91, Synergy_Bliss=-4.01, Synergy_Loewe=2.15, Synergy_HSA=2.22. (3) Drug 1: COC1=C(C=C2C(=C1)N=CN=C2NC3=CC(=C(C=C3)F)Cl)OCCCN4CCOCC4. Drug 2: C1C(C(OC1N2C=NC(=NC2=O)N)CO)O. Cell line: EKVX. Synergy scores: CSS=27.0, Synergy_ZIP=-3.20, Synergy_Bliss=-1.32, Synergy_Loewe=-3.50, Synergy_HSA=-1.50. (4) Drug 2: CS(=O)(=O)OCCCCOS(=O)(=O)C. Synergy scores: CSS=26.9, Synergy_ZIP=-7.08, Synergy_Bliss=-1.76, Synergy_Loewe=-24.4, Synergy_HSA=-0.726. Cell line: SNB-75. Drug 1: CCC1=CC2CC(C3=C(CN(C2)C1)C4=CC=CC=C4N3)(C5=C(C=C6C(=C5)C78CCN9C7C(C=CC9)(C(C(C8N6C)(C(=O)OC)O)OC(=O)C)CC)OC)C(=O)OC.C(C(C(=O)O)O)(C(=O)O)O. (5) Drug 1: CS(=O)(=O)C1=CC(=C(C=C1)C(=O)NC2=CC(=C(C=C2)Cl)C3=CC=CC=N3)Cl. Drug 2: C1CCN(CC1)CCOC2=CC=C(C=C2)C(=O)C3=C(SC4=C3C=CC(=C4)O)C5=CC=C(C=C5)O. Cell line: CAKI-1. Synergy scores: CSS=3.47, Synergy_ZIP=-1.02, Synergy_Bliss=-1.44, Synergy_Loewe=-0.801, Synergy_HSA=-0.803. (6) Drug 2: CC1=C(C=C(C=C1)C(=O)NC2=CC(=CC(=C2)C(F)(F)F)N3C=C(N=C3)C)NC4=NC=CC(=N4)C5=CN=CC=C5. Drug 1: C1=CC(=CC=C1C#N)C(C2=CC=C(C=C2)C#N)N3C=NC=N3. Cell line: U251. Synergy scores: CSS=0.530, Synergy_ZIP=-0.679, Synergy_Bliss=-3.15, Synergy_Loewe=-8.06, Synergy_HSA=-7.50. (7) Drug 1: C1=CC(=CC=C1C#N)C(C2=CC=C(C=C2)C#N)N3C=NC=N3. Drug 2: CCC1(CC2CC(C3=C(CCN(C2)C1)C4=CC=CC=C4N3)(C5=C(C=C6C(=C5)C78CCN9C7C(C=CC9)(C(C(C8N6C)(C(=O)OC)O)OC(=O)C)CC)OC)C(=O)OC)O.OS(=O)(=O)O. Cell line: LOX IMVI. Synergy scores: CSS=-1.25, Synergy_ZIP=3.72, Synergy_Bliss=0.581, Synergy_Loewe=-4.85, Synergy_HSA=-6.11.